Dataset: Forward reaction prediction with 1.9M reactions from USPTO patents (1976-2016). Task: Predict the product of the given reaction. (1) Given the reactants [F:1][C:2]([F:16])([C:8]1[CH:13]=[CH:12][CH:11]=[C:10]([CH:14]=O)[CH:9]=1)[C:3]([O:5][CH2:6][CH3:7])=[O:4].[NH:17]1[CH2:22][CH2:21][O:20][CH2:19][CH2:18]1.C(O)(=O)C.C([BH3-])#N.[Na+], predict the reaction product. The product is: [F:1][C:2]([F:16])([C:8]1[CH:13]=[CH:12][CH:11]=[C:10]([CH2:14][N:17]2[CH2:22][CH2:21][O:20][CH2:19][CH2:18]2)[CH:9]=1)[C:3]([O:5][CH2:6][CH3:7])=[O:4]. (2) Given the reactants [C:1]1(=O)[CH2:5][CH2:4][C:3](=[O:6])[CH2:2]1.[NH2:8][C:9]1[CH:14]=[CH:13][N:12]=[C:11]([C:15]([F:18])([F:17])[F:16])[CH:10]=1, predict the reaction product. The product is: [F:18][C:15]([F:16])([F:17])[C:11]1[CH:10]=[C:9]([NH:8][C:1]2[CH2:5][CH2:4][C:3](=[O:6])[CH:2]=2)[CH:14]=[CH:13][N:12]=1. (3) Given the reactants [F:1][C:2]1[CH:11]=[C:10]2[C:5]([NH:6][CH2:7][C:8](=[O:12])[NH:9]2)=[CH:4][CH:3]=1, predict the reaction product. The product is: [F:1][C:2]1[CH:11]=[C:10]2[C:5]([N:6]=[CH:7][C:8](=[O:12])[NH:9]2)=[CH:4][CH:3]=1. (4) Given the reactants C(N(CC)CC)C.C([O:11][CH2:12][C:13]([CH3:43])([CH3:42])[CH2:14][N:15]1[C:21]2[CH:22]=[CH:23][C:24]([Cl:26])=[CH:25][C:20]=2[C@@H:19]([C:27]2[CH:32]=[CH:31][CH:30]=[C:29]([O:33][CH3:34])[C:28]=2[O:35][CH3:36])[O:18][C@H:17]([CH2:37][C:38](O)=[O:39])[C:16]1=[O:41])(=O)C.C(Cl)(=O)C(C)(C)C.Cl.[NH2:52][C:53]1[CH:54]=[C:55]([CH2:59][CH2:60][C:61]([O:63]CC)=[O:62])[CH:56]=[CH:57][CH:58]=1.Cl, predict the reaction product. The product is: [Cl:26][C:24]1[CH:23]=[CH:22][C:21]2[N:15]([CH2:14][C:13]([CH3:42])([CH3:43])[CH2:12][OH:11])[C:16](=[O:41])[C@@H:17]([CH2:37][C:38]([NH:52][C:53]3[CH:54]=[C:55]([CH2:59][CH2:60][C:61]([OH:63])=[O:62])[CH:56]=[CH:57][CH:58]=3)=[O:39])[O:18][C@H:19]([C:27]3[CH:32]=[CH:31][CH:30]=[C:29]([O:33][CH3:34])[C:28]=3[O:35][CH3:36])[C:20]=2[CH:25]=1. (5) Given the reactants [Cl:1][C:2]1[CH:7]=[CH:6][CH:5]=[C:4]([CH3:8])[C:3]=1[C:9]1[NH:13][C:12](=[O:14])[N:11]([C:15]2[CH:24]=[CH:23][C:18]([C:19]([O:21]C)=O)=[C:17]([O:25][CH3:26])[CH:16]=2)[N:10]=1.[F:27][C:28]([F:37])([F:36])[C:29]1[CH:30]=[C:31]([CH:33]=[CH:34][CH:35]=1)[NH2:32].C[Al](C)C, predict the reaction product. The product is: [Cl:1][C:2]1[CH:7]=[CH:6][CH:5]=[C:4]([CH3:8])[C:3]=1[C:9]1[NH:13][C:12](=[O:14])[N:11]([C:15]2[CH:24]=[CH:23][C:18]([C:19]([NH:32][C:31]3[CH:33]=[CH:34][CH:35]=[C:29]([C:28]([F:27])([F:36])[F:37])[CH:30]=3)=[O:21])=[C:17]([O:25][CH3:26])[CH:16]=2)[N:10]=1. (6) Given the reactants FC1C=CC=CC=1NC(=S)NC1C=CC(C2C=C3C(=CC=2)C(=O)N([C@@H](C(C)C)C(O)=O)C3)=CC=1.[CH3:35][O:36][C:37]1[CH:42]=[CH:41][CH:40]=[CH:39][C:38]=1[NH:43][C:44](=[S:70])[NH:45][C:46]1[CH:51]=[CH:50][C:49]([C:52]2[CH:53]=[C:54]3[C:58](=[CH:59][CH:60]=2)[C:57](=[O:61])[N:56]([C@@H:62]([CH:67]([CH3:69])[CH3:68])[C:63]([O:65]C)=[O:64])[CH2:55]3)=[CH:48][CH:47]=1, predict the reaction product. The product is: [CH3:35][O:36][C:37]1[CH:42]=[CH:41][CH:40]=[CH:39][C:38]=1[NH:43][C:44](=[S:70])[NH:45][C:46]1[CH:47]=[CH:48][C:49]([C:52]2[CH:53]=[C:54]3[C:58](=[CH:59][CH:60]=2)[C:57](=[O:61])[N:56]([C@@H:62]([CH:67]([CH3:68])[CH3:69])[C:63]([OH:65])=[O:64])[CH2:55]3)=[CH:50][CH:51]=1.